Dataset: Reaction yield outcomes from USPTO patents with 853,638 reactions. Task: Predict the reaction yield, written as a fraction of the theoretical maximum amount of product (1.0 means a 100% yield; for example, 0.34 means a 34% yield). (1) The catalyst is C1(C)C=CC=CC=1.CCOC(C)=O.CC([O-])=O.CC([O-])=O.[Pd+2]. The reactants are Br[C:2]1[N:3]=[C:4]([CH2:7][OH:8])[S:5][CH:6]=1.C1(P(C2CCCCC2)C2C=CC=CC=2C2C(N(C)C)=CC=CC=2N(C)C)CCCCC1.[Cl-].[CH3:41][C:42]1[CH:43]=[C:44]([CH:47]=[CH:48][CH:49]=1)[CH2:45][Zn+].C1COCC1. The product is [CH3:41][C:42]1[CH:43]=[C:44]([CH:47]=[CH:48][CH:49]=1)[CH2:45][C:2]1[N:3]=[C:4]([CH2:7][OH:8])[S:5][CH:6]=1. The yield is 0.280. (2) The reactants are CCN=C=NCCCN(C)C.Cl.[Br:13][C:14]1[CH:15]=[C:16]([NH2:21])[C:17]([NH2:20])=[CH:18][CH:19]=1.[C:22]([N:29]1[CH2:36][CH2:35][CH2:34][C@H:30]1[C:31](O)=O)([O:24][C:25]([CH3:28])([CH3:27])[CH3:26])=[O:23].ON1C2C=CC=CC=2N=N1. The catalyst is C(Cl)Cl.O.C(O)(=O)C. The product is [Br:13][C:14]1[CH:19]=[CH:18][C:17]2[N:20]=[C:31]([C@@H:30]3[CH2:34][CH2:35][CH2:36][N:29]3[C:22]([O:24][C:25]([CH3:26])([CH3:28])[CH3:27])=[O:23])[NH:21][C:16]=2[CH:15]=1. The yield is 0.612. (3) The reactants are [N:1]1([C:16]([O:18][C:19]([CH3:22])([CH3:21])[CH3:20])=[O:17])[C@H:5]([C:6]([O:8]CC)=[O:7])[CH2:4][CH2:3][C@@H:2]1[C:11]([O:13][CH2:14][CH3:15])=[O:12].[OH-].[K+]. The catalyst is CCO. The product is [C:19]([O:18][C:16]([N:1]1[C@H:2]([C:11]([O:13][CH2:14][CH3:15])=[O:12])[CH2:3][CH2:4][C@@H:5]1[C:6]([OH:8])=[O:7])=[O:17])([CH3:20])([CH3:21])[CH3:22]. The yield is 0.576. (4) The reactants are [F:1][C:2]1[CH:7]=[CH:6][C:5]([C:8]2[O:12][N:11]=[C:10]([CH:13]([OH:15])[CH3:14])[N:9]=2)=[CH:4][CH:3]=1.CC(OI1(OC(C)=O)(OC(C)=O)OC(=O)C2C=CC=CC1=2)=O. The catalyst is C(Cl)Cl. The product is [F:1][C:2]1[CH:3]=[CH:4][C:5]([C:8]2[O:12][N:11]=[C:10]([C:13](=[O:15])[CH3:14])[N:9]=2)=[CH:6][CH:7]=1. The yield is 0.720. (5) The reactants are [CH:1]1([N:6]2[CH2:12][C:11]([CH3:14])([CH3:13])[C:10](=[O:15])[N:9]([CH3:16])[C:8]3[CH:17]=[N:18][C:19]([NH:21][C:22]4[CH:30]=[CH:29][C:25]([C:26](O)=[O:27])=[CH:24][C:23]=4[O:31][CH3:32])=[N:20][C:7]2=3)[CH2:5][CH2:4][CH2:3][CH2:2]1.CCN(C(C)C)C(C)C.CN(C([O:49]N1N=NC2C=CC=CC1=2)=[N+](C)C)C.[B-](F)(F)(F)F.C(N1C[CH2:76][CH2:75][N:74]([CH:78]2[CH2:83][CH2:82][CH:81]([NH2:84])[CH2:80][CH2:79]2)[CH2:73][CH2:72]1)C1C=CC=CC=1. The catalyst is CN(C=O)C. The product is [CH:1]1([N:6]2[CH2:12][C:11]([CH3:13])([CH3:14])[C:10](=[O:15])[N:9]([CH3:16])[C:8]3[CH:17]=[N:18][C:19]([NH:21][C:22]4[CH:30]=[CH:29][C:25]([C:26]([NH:84][C@H:81]5[CH2:82][CH2:83][C@H:78]([N:74]6[CH2:75][CH2:76][O:49][CH2:72][CH2:73]6)[CH2:79][CH2:80]5)=[O:27])=[CH:24][C:23]=4[O:31][CH3:32])=[N:20][C:7]2=3)[CH2:5][CH2:4][CH2:3][CH2:2]1. The yield is 0.110. (6) The reactants are C[O:2][C:3](=O)[CH2:4][CH2:5][C:6]1[C:7](=[O:15])[N:8]([CH2:12][CH:13]=[CH2:14])[CH2:9][CH2:10][CH:11]=1.[NH2:17][O:18][K].C(O)(=O)C. The product is [CH2:12]([N:8]1[CH2:9][CH2:10][CH:11]=[C:6]([CH2:5][CH2:4][C:3]([NH:17][OH:18])=[O:2])[C:7]1=[O:15])[CH:13]=[CH2:14]. The catalyst is CO.C(OCC)(=O)C. The yield is 0.480. (7) The reactants are [Cl-].[In+3].[Cl-].[Cl-].[C:5]12([C:12]3[CH:17]=[CH:16][C:15]([C:18]4[N:22]=[CH:21][N:20]([C:23]5[CH:28]=[CH:27][C:26]([O:29][C:30]([F:33])([F:32])[F:31])=[CH:25][CH:24]=5)[N:19]=4)=[CH:14][CH:13]=3)[O:11][CH:10]1[CH2:9][CH2:8][CH2:7][CH2:6]2. The catalyst is C1COCC1.C(OCC)C. The product is [F:33][C:30]([F:31])([F:32])[O:29][C:26]1[CH:25]=[CH:24][C:23]([N:20]2[CH:21]=[N:22][C:18]([C:15]3[CH:16]=[CH:17][C:12]([CH:5]4[CH2:6][CH2:7][CH2:8][CH2:9][C:10]4=[O:11])=[CH:13][CH:14]=3)=[N:19]2)=[CH:28][CH:27]=1. The yield is 0.350. (8) The reactants are [C:1]1([N:7]2[C:19]3[CH:18]=[CH:17][CH:16]=[CH:15][C:14]=3[C:13]3[C:8]2=[CH:9][CH:10]=[CH:11][CH:12]=3)[CH:6]=[CH:5][CH:4]=[CH:3][CH:2]=1.[Br:20]N1C(=O)CCC1=O. The catalyst is C(O)(=O)C.CO. The product is [Br:20][C:16]1[CH:17]=[CH:18][C:19]2[N:7]([C:1]3[CH:2]=[CH:3][CH:4]=[CH:5][CH:6]=3)[C:8]3[C:13]([C:14]=2[CH:15]=1)=[CH:12][CH:11]=[CH:10][CH:9]=3. The yield is 0.880.